From a dataset of Forward reaction prediction with 1.9M reactions from USPTO patents (1976-2016). Predict the product of the given reaction. (1) Given the reactants [C:1]([C:5]1[O:9][N:8]=[C:7]([NH:10][C:11]([C@@H:13]2[CH2:17][C@H:16]([OH:18])[CH2:15][N:14]2[C:19]2[C:24]([Cl:25])=[CH:23][C:22]([C:26]([F:29])([F:28])[F:27])=[CH:21][N:20]=2)=[O:12])[CH:6]=1)([CH3:4])([CH3:3])[CH3:2].C(N(CC)CC)C, predict the reaction product. The product is: [C:1]([C:5]1[O:9][N:8]=[C:7]([NH:10][C:11]([C@@H:13]2[CH2:17][C:16](=[O:18])[CH2:15][N:14]2[C:19]2[C:24]([Cl:25])=[CH:23][C:22]([C:26]([F:27])([F:28])[F:29])=[CH:21][N:20]=2)=[O:12])[CH:6]=1)([CH3:4])([CH3:2])[CH3:3]. (2) Given the reactants [F:1][C:2]1[CH:7]=[CH:6][C:5]([F:8])=[CH:4][C:3]=1[CH2:9][CH2:10][CH:11]1[C:20]2[C:15](=[CH:16][C:17]([O:23][CH3:24])=[C:18]([O:21][CH3:22])[CH:19]=2)[CH2:14][CH2:13][NH:12]1.Br[CH:26]([C:31]1[CH:36]=[CH:35][CH:34]=[CH:33][CH:32]=1)[C:27]([O:29]C)=[O:28], predict the reaction product. The product is: [F:1][C:2]1[CH:7]=[CH:6][C:5]([F:8])=[CH:4][C:3]=1[CH2:9][CH2:10][CH:11]1[C:20]2[C:15](=[CH:16][C:17]([O:23][CH3:24])=[C:18]([O:21][CH3:22])[CH:19]=2)[CH2:14][CH2:13][N:12]1[CH:26]([C:31]1[CH:36]=[CH:35][CH:34]=[CH:33][CH:32]=1)[C:27]([OH:29])=[O:28]. (3) The product is: [Cl:18][C:19]1[N:20]=[N:21][C:22]([O:15][CH2:14][CH:11]2[CH2:12][CH2:13][N:8]([C:1]([O:3][C:4]([CH3:7])([CH3:6])[CH3:5])=[O:2])[CH2:9][CH2:10]2)=[CH:23][CH:24]=1. Given the reactants [C:1]([N:8]1[CH2:13][CH2:12][CH:11]([CH2:14][OH:15])[CH2:10][CH2:9]1)([O:3][C:4]([CH3:7])([CH3:6])[CH3:5])=[O:2].[H-].[Na+].[Cl:18][C:19]1[N:20]=[N:21][C:22](Cl)=[CH:23][CH:24]=1, predict the reaction product.